From a dataset of Forward reaction prediction with 1.9M reactions from USPTO patents (1976-2016). Predict the product of the given reaction. (1) The product is: [Br:10][C:4]1[N:3]=[C:2]([C:28]#[C:27][CH2:26][O:25][C@@H:22]2[CH2:23][O:24][C@@H:18]3[C@H:17]([O:16][Si:15]([C:11]([CH3:14])([CH3:13])[CH3:12])([CH3:29])[CH3:30])[CH2:21][O:20][C@H:19]23)[C:7]([NH2:8])=[CH:6][C:5]=1[Cl:9]. Given the reactants Br[C:2]1[C:7]([NH2:8])=[CH:6][C:5]([Cl:9])=[C:4]([Br:10])[N:3]=1.[C:11]([Si:15]([CH3:30])([CH3:29])[O:16][C@@H:17]1[CH2:21][O:20][C@@H:19]2[C@H:22]([O:25][CH2:26][C:27]#[CH:28])[CH2:23][O:24][C@H:18]12)([CH3:14])([CH3:13])[CH3:12].CCN(CC)CC, predict the reaction product. (2) Given the reactants [Cl:1][C:2]1[CH:7]=[C:6](Cl)[N:5]=[C:4]([C:9]2[S:10][CH:11]=[CH:12][N:13]=2)[CH:3]=1.CN1CC(=O)OB([C:24]2[CH:25]=[N:26][CH:27]=[CH:28][CH:29]=2)OC(=O)C1.[O-]P([O-])([O-])=O.[K+].[K+].[K+].C1COCC1, predict the reaction product. The product is: [Cl:1][C:2]1[CH:3]=[C:4]([C:9]2[S:10][CH:11]=[CH:12][N:13]=2)[N:5]=[C:6]([C:24]2[CH:25]=[N:26][CH:27]=[CH:28][CH:29]=2)[CH:7]=1.